From a dataset of NCI-60 drug combinations with 297,098 pairs across 59 cell lines. Regression. Given two drug SMILES strings and cell line genomic features, predict the synergy score measuring deviation from expected non-interaction effect. (1) Drug 1: C1C(C(OC1N2C=NC3=C(N=C(N=C32)Cl)N)CO)O. Drug 2: CCC1=C2CN3C(=CC4=C(C3=O)COC(=O)C4(CC)O)C2=NC5=C1C=C(C=C5)O. Cell line: SF-295. Synergy scores: CSS=30.9, Synergy_ZIP=-5.92, Synergy_Bliss=-0.795, Synergy_Loewe=-22.9, Synergy_HSA=-0.395. (2) Drug 1: CC12CCC(CC1=CCC3C2CCC4(C3CC=C4C5=CN=CC=C5)C)O. Drug 2: C1CN(CCN1C(=O)CCBr)C(=O)CCBr. Cell line: OVCAR-8. Synergy scores: CSS=14.5, Synergy_ZIP=-3.86, Synergy_Bliss=3.91, Synergy_Loewe=-0.907, Synergy_HSA=4.14. (3) Drug 1: C1CN1C2=NC(=NC(=N2)N3CC3)N4CC4. Drug 2: CN(C(=O)NC(C=O)C(C(C(CO)O)O)O)N=O. Cell line: DU-145. Synergy scores: CSS=61.8, Synergy_ZIP=0.690, Synergy_Bliss=-0.138, Synergy_Loewe=-50.1, Synergy_HSA=-0.462. (4) Drug 1: COC1=C(C=C2C(=C1)N=CN=C2NC3=CC(=C(C=C3)F)Cl)OCCCN4CCOCC4. Drug 2: C1=CC(=CC=C1CC(C(=O)O)N)N(CCCl)CCCl.Cl. Cell line: 786-0. Synergy scores: CSS=37.6, Synergy_ZIP=-6.07, Synergy_Bliss=3.00, Synergy_Loewe=3.28, Synergy_HSA=3.72.